This data is from Peptide-MHC class II binding affinity with 134,281 pairs from IEDB. The task is: Regression. Given a peptide amino acid sequence and an MHC pseudo amino acid sequence, predict their binding affinity value. This is MHC class II binding data. The peptide sequence is AAATAGTTVYRAFAA. The MHC is HLA-DPA10103-DPB10401 with pseudo-sequence HLA-DPA10103-DPB10401. The binding affinity (normalized) is 0.0588.